From a dataset of Reaction yield outcomes from USPTO patents with 853,638 reactions. Predict the reaction yield, written as a fraction of the theoretical maximum amount of product (1.0 means a 100% yield; for example, 0.34 means a 34% yield). (1) The reactants are [BH4-].[Li+].CO.C([O:7][C:8](=O)[C:9]([CH3:29])([CH3:28])[CH2:10][CH2:11][CH2:12][CH2:13][C:14](=[O:27])[CH2:15][CH2:16][CH2:17][CH2:18][C:19]([CH3:26])([CH3:25])[C:20](OCC)=[O:21])C.[Cl-].[NH4+]. The catalyst is ClCCl. The product is [CH3:25][C:19]([CH3:26])([CH2:18][CH2:17][CH2:16][CH2:15][CH:14]([OH:27])[CH2:13][CH2:12][CH2:11][CH2:10][C:9]([CH3:29])([CH3:28])[CH2:8][OH:7])[CH2:20][OH:21]. The yield is 0.740. (2) The reactants are [CH2:1]([O:3][C:4]([C:6]1[CH:7]=[C:8]2[C:13](=[CH:14][CH:15]=1)[NH:12][CH:11]([C:16]1[CH:21]=[CH:20][CH:19]=[CH:18][CH:17]=1)[C:10]([CH3:23])([CH3:22])[CH:9]2O)=[O:5])[CH3:2].C([SiH](CC)CC)C.FC(F)(F)C(O)=O. No catalyst specified. The product is [CH2:1]([O:3][C:4]([C:6]1[CH:7]=[C:8]2[C:13](=[CH:14][CH:15]=1)[NH:12][CH:11]([C:16]1[CH:21]=[CH:20][CH:19]=[CH:18][CH:17]=1)[C:10]([CH3:22])([CH3:23])[CH2:9]2)=[O:5])[CH3:2]. The yield is 0.240. (3) The reactants are Cl[C:2]1[N:10]=[C:9](Cl)[CH:8]=[CH:7][C:3]=1[C:4]([NH2:6])=[O:5].[O:12]1[CH2:17][CH2:16][N:15]([C:18]2[N:23]=[CH:22][C:21]([NH2:24])=[CH:20][CH:19]=2)[CH2:14][CH2:13]1.C(O[C:30](=[O:37])[NH:31][C@H:32]1[CH2:36][CH2:35][NH:34][CH2:33]1)(C)(C)C.[C:38](O)(=O)[CH:39]=C. No catalyst specified. The product is [C:30]([NH:31][C@H:32]1[CH2:36][CH2:35][N:34]([C:9]2[CH:8]=[CH:7][C:3]([C:4]([NH2:6])=[O:5])=[C:2]([NH:24][C:21]3[CH:22]=[N:23][C:18]([N:15]4[CH2:16][CH2:17][O:12][CH2:13][CH2:14]4)=[CH:19][CH:20]=3)[N:10]=2)[CH2:33]1)(=[O:37])[CH:38]=[CH2:39]. The yield is 0.540. (4) The reactants are [NH2:1][C@H:2]([C:13]([NH:15][CH2:16][CH2:17][CH2:18][CH2:19][NH:20][C:21]([O:23][C:24]([CH3:27])([CH3:26])[CH3:25])=[O:22])=[O:14])[CH2:3][C:4]1[C:12]2[C:7](=[CH:8][CH:9]=[CH:10][CH:11]=2)[NH:6][CH:5]=1.[NH:28]([C:56]([O:58][C:59]([CH3:62])([CH3:61])[CH3:60])=[O:57])[C@H:29]([C:45]([NH:47][C@H:48]([C:53](O)=[O:54])[CH2:49][CH:50]([CH3:52])[CH3:51])=[O:46])[CH2:30][C:31]1[CH:36]=[CH:35][C:34]([O:37][CH2:38][C:39]2[CH:44]=[CH:43][CH:42]=[CH:41][CH:40]=2)=[CH:33][CH:32]=1.C(Cl)CCl.C1C=CC2N(O)N=NC=2C=1.CCN(CC)CC. The catalyst is C(Cl)Cl.CN(C=O)C. The product is [NH:28]([C:56]([O:58][C:59]([CH3:61])([CH3:60])[CH3:62])=[O:57])[C@H:29]([C:45]([NH:47][C@H:48]([C:53]([NH:1][C@H:2]([C:13]([NH:15][CH2:16][CH2:17][CH2:18][CH2:19][NH:20][C:21]([O:23][C:24]([CH3:27])([CH3:26])[CH3:25])=[O:22])=[O:14])[CH2:3][C:4]1[C:12]2[C:7](=[CH:8][CH:9]=[CH:10][CH:11]=2)[NH:6][CH:5]=1)=[O:54])[CH2:49][CH:50]([CH3:52])[CH3:51])=[O:46])[CH2:30][C:31]1[CH:32]=[CH:33][C:34]([O:37][CH2:38][C:39]2[CH:44]=[CH:43][CH:42]=[CH:41][CH:40]=2)=[CH:35][CH:36]=1. The yield is 0.330. (5) The reactants are [CH3:1][O:2][C:3]1[CH:4]=[C:5]2[C:10](=[CH:11][CH:12]=1)[CH:9]=[C:8]([C@H:13]([CH3:17])[C:14]([OH:16])=[O:15])[CH:7]=[CH:6]2.O[CH2:19][CH2:20][NH:21][C:22](=[O:28])[O:23][C:24]([CH3:27])([CH3:26])[CH3:25].C1(N=C=NC2CCCCC2)CCCCC1. The catalyst is CN(C1C=CN=CC=1)C.C(Cl)Cl. The product is [CH3:1][O:2][C:3]1[CH:4]=[C:5]2[C:10](=[CH:11][CH:12]=1)[CH:9]=[C:8]([C@H:13]([CH3:17])[C:14]([O:16][CH2:19][CH2:20][NH:21][C:22]([O:23][C:24]([CH3:27])([CH3:26])[CH3:25])=[O:28])=[O:15])[CH:7]=[CH:6]2. The yield is 0.820. (6) The reactants are [N+:1]([C:4]1[CH:12]=[C:11]2[C:7]([C:8]([C:13]3[CH:18]=[CH:17][CH:16]=[CH:15][CH:14]=3)=[N:9][NH:10]2)=[CH:6][CH:5]=1)([O-])=O. The catalyst is [H][H].[Pd]. The product is [C:13]1([C:8]2[C:7]3[C:11](=[CH:12][C:4]([NH2:1])=[CH:5][CH:6]=3)[NH:10][N:9]=2)[CH:14]=[CH:15][CH:16]=[CH:17][CH:18]=1. The yield is 0.715. (7) The reactants are [NH2:1][C:2]1[S:3][C:4]2[CH:15]=[CH:14][CH:13]=[CH:12][C:5]=2[C:6]=1[C:7]([O:9][CH2:10][CH3:11])=[O:8].C1C(=O)N([Br:23])C(=O)C1. The catalyst is C(Cl)(Cl)Cl. The product is [NH2:1][C:2]1[S:3][C:4]2[CH:15]=[C:14]([Br:23])[CH:13]=[CH:12][C:5]=2[C:6]=1[C:7]([O:9][CH2:10][CH3:11])=[O:8]. The yield is 0.680.